Dataset: Catalyst prediction with 721,799 reactions and 888 catalyst types from USPTO. Task: Predict which catalyst facilitates the given reaction. (1) Reactant: [F:1][C:2]1[CH:3]=[C:4]([CH:14]=[CH:15][C:16]=1B1OC(C)(C)C(C)(C)O1)[O:5][C:6]1[CH:11]=[C:10]([CH3:12])[N:9]=[C:8]([CH3:13])[CH:7]=1.C([O-])(O)=O.[Na+].Br[C:32]1[CH:37]=[CH:36][N:35]([CH2:38][CH2:39][CH2:40][CH3:41])[C:34](=[O:42])[C:33]=1[C:43]#[N:44]. Product: [CH2:38]([N:35]1[CH:36]=[CH:37][C:32]([C:16]2[CH:15]=[CH:14][C:4]([O:5][C:6]3[CH:7]=[C:8]([CH3:13])[N:9]=[C:10]([CH3:12])[CH:11]=3)=[CH:3][C:2]=2[F:1])=[C:33]([C:43]#[N:44])[C:34]1=[O:42])[CH2:39][CH2:40][CH3:41]. The catalyst class is: 77. (2) Reactant: [CH3:1][C:2]([CH3:35])([CH3:34])[C:3]([C:5]1[C:13]2[C:8](=[N:9][CH:10]=[C:11]([C:14]3[CH:19]=[CH:18][CH:17]=[C:16]([N:20]4[CH2:25][CH2:24][NH:23][CH2:22][CH2:21]4)[CH:15]=3)[N:12]=2)[N:7]([CH2:26][O:27][CH2:28][CH2:29][Si:30]([CH3:33])([CH3:32])[CH3:31])[CH:6]=1)=[O:4].C(N(C(C)C)CC)(C)C.Br[CH2:46][C:47]([O:49][C:50]([CH3:53])([CH3:52])[CH3:51])=[O:48]. Product: [C:50]([O:49][C:47](=[O:48])[CH2:46][N:23]1[CH2:24][CH2:25][N:20]([C:16]2[CH:17]=[CH:18][CH:19]=[C:14]([C:11]3[N:12]=[C:13]4[C:5]([C:3](=[O:4])[C:2]([CH3:35])([CH3:34])[CH3:1])=[CH:6][N:7]([CH2:26][O:27][CH2:28][CH2:29][Si:30]([CH3:31])([CH3:33])[CH3:32])[C:8]4=[N:9][CH:10]=3)[CH:15]=2)[CH2:21][CH2:22]1)([CH3:53])([CH3:52])[CH3:51]. The catalyst class is: 9. (3) Reactant: Cl.[NH2:2][CH2:3][C:4]([NH:7][C:8]([C:10]1[CH:11]=[N:12][N:13]2[CH:18]=[CH:17][C:16]([N:19]3[CH2:23][CH2:22][CH2:21][C@@H:20]3[C:24]3[CH:29]=[C:28]([F:30])[CH:27]=[CH:26][C:25]=3[F:31])=[N:15][C:14]=12)=[O:9])([CH3:6])[CH3:5].C(N(CC)CC)C.[CH3:39][S:40](Cl)(=[O:42])=[O:41]. Product: [F:31][C:25]1[CH:26]=[CH:27][C:28]([F:30])=[CH:29][C:24]=1[C@H:20]1[CH2:21][CH2:22][CH2:23][N:19]1[C:16]1[CH:17]=[CH:18][N:13]2[N:12]=[CH:11][C:10]([C:8]([NH:7][C:4]([CH3:6])([CH3:5])[CH2:3][NH:2][S:40]([CH3:39])(=[O:42])=[O:41])=[O:9])=[C:14]2[N:15]=1. The catalyst class is: 91. (4) Reactant: [CH2:1]([NH:4][C:5](=[O:16])[C:6]1[CH:11]=[CH:10][CH:9]=[C:8]([C:12]([F:15])([F:14])[F:13])[CH:7]=1)[C:2]#[CH:3].[OH-].[Na+]. Product: [CH3:3][C:2]1[O:16][C:5]([C:6]2[CH:11]=[CH:10][CH:9]=[C:8]([C:12]([F:14])([F:15])[F:13])[CH:7]=2)=[N:4][CH:1]=1. The catalyst class is: 65. (5) Reactant: [NH2:1][C:2]1[CH:3]=[C:4]([C:8]2[C:16]3[O:15][C:14]([C:17]([NH:19][C@@H:20]4[CH:25]5[CH2:26][CH2:27][N:22]([CH2:23][CH2:24]5)[CH2:21]4)=[O:18])=[CH:13][C:12]=3[CH:11]=[CH:10][CH:9]=2)[CH:5]=[CH:6][CH:7]=1.[C:28]([Cl:31])(=[O:30])[CH3:29].C(N(CC)CC)C. Product: [ClH:31].[C:28]([NH:1][C:2]1[CH:3]=[C:4]([C:8]2[C:16]3[O:15][C:14]([C:17]([NH:19][C@@H:20]4[CH:25]5[CH2:24][CH2:23][N:22]([CH2:27][CH2:26]5)[CH2:21]4)=[O:18])=[CH:13][C:12]=3[CH:11]=[CH:10][CH:9]=2)[CH:5]=[CH:6][CH:7]=1)(=[O:30])[CH3:29]. The catalyst class is: 1. (6) Reactant: [NH2:1][C:2]1[N:6]([CH:7]2[CH2:11][CH2:10][CH2:9][CH2:8]2)[N:5]=[C:4]([CH2:12][CH3:13])[C:3]=1[C:14]([OH:16])=O.N1C=CC=N1.O=S(Cl)Cl.Cl.[NH2:27][CH2:28][C:29]([C:31]1[CH:36]=[CH:35][CH:34]=[CH:33][CH:32]=1)=O.C(N(CC)CC)C. Product: [CH:7]1([N:6]2[C:2]3[N:1]=[C:29]([C:31]4[CH:36]=[CH:35][CH:34]=[CH:33][CH:32]=4)[CH2:28][NH:27][C:14](=[O:16])[C:3]=3[C:4]([CH2:12][CH3:13])=[N:5]2)[CH2:8][CH2:9][CH2:10][CH2:11]1. The catalyst class is: 4. (7) Reactant: [CH3:1][O:2][C:3]1[CH:8]=[C:7]([C:9]([F:12])([F:11])[F:10])[C:6]([C:13]2[CH:18]=[CH:17][CH:16]=[C:15]([NH:19][C:20]([C:22]3[NH:23][C:24]4[C:29]([CH:30]=3)=[CH:28][CH:27]=[C:26]([NH:31][S:32]([CH3:35])(=[O:34])=[O:33])[CH:25]=4)=[O:21])[CH:14]=2)=[CH:5][C:4]=1[C:36]([O:38]C)=[O:37].[OH-].[Na+].Cl. Product: [CH3:1][O:2][C:3]1[CH:8]=[C:7]([C:9]([F:12])([F:11])[F:10])[C:6]([C:13]2[CH:18]=[CH:17][CH:16]=[C:15]([NH:19][C:20]([C:22]3[NH:23][C:24]4[C:29]([CH:30]=3)=[CH:28][CH:27]=[C:26]([NH:31][S:32]([CH3:35])(=[O:33])=[O:34])[CH:25]=4)=[O:21])[CH:14]=2)=[CH:5][C:4]=1[C:36]([OH:38])=[O:37]. The catalyst class is: 5. (8) Reactant: C(O)=O.[NH2:4][CH2:5][CH2:6][C:7]1[CH:30]=[CH:29][C:10]([NH:11][CH:12]2[CH2:17][CH2:16][N:15]([C:18]([NH:20][CH2:21][CH2:22][CH2:23][CH2:24][CH2:25][CH2:26][CH2:27][CH3:28])=[O:19])[CH2:14][CH2:13]2)=[CH:9][CH:8]=1.[Cl:31][C:32]1[CH:33]=[C:34]([O:43][Si](C(C)(C)C)(C2C=CC=CC=2)C2C=CC=CC=2)[CH:35]=[CH:36][C:37]=1[O:38][CH2:39][C@@H:40]1[CH2:42][O:41]1. Product: [Cl:31][C:32]1[CH:33]=[C:34]([OH:43])[CH:35]=[CH:36][C:37]=1[O:38][CH2:39][C@@H:40]([OH:41])[CH2:42][NH:4][CH2:5][CH2:6][C:7]1[CH:8]=[CH:9][C:10]([NH:11][CH:12]2[CH2:17][CH2:16][N:15]([C:18]([NH:20][CH2:21][CH2:22][CH2:23][CH2:24][CH2:25][CH2:26][CH2:27][CH3:28])=[O:19])[CH2:14][CH2:13]2)=[CH:29][CH:30]=1. The catalyst class is: 147. (9) Reactant: [CH2:1]([N:8]1[CH2:13][CH2:12][N:11]([C:14]2[CH:19]=[CH:18][C:17]([CH3:20])=[CH:16][C:15]=2[N+:21]([O-])=O)[CH:10]([CH2:24][C:25]([O:27]C)=O)[CH2:9]1)[C:2]1[CH:7]=[CH:6][CH:5]=[CH:4][CH:3]=1. Product: [CH2:1]([N:8]1[CH2:13][CH2:12][N:11]2[C:14]3[CH:19]=[CH:18][C:17]([CH3:20])=[CH:16][C:15]=3[NH:21][C:25](=[O:27])[CH2:24][CH:10]2[CH2:9]1)[C:2]1[CH:3]=[CH:4][CH:5]=[CH:6][CH:7]=1. The catalyst class is: 180. (10) Reactant: [C:1]([O:5][C:6]([N:8]1[CH2:14][CH2:13][C:12]2[CH:15]=[C:16]([O:31][CH3:32])[C:17]([NH:19][S:20]([C:23]3[CH:28]=[CH:27][C:26]([CH2:29]Br)=[CH:25][CH:24]=3)(=[O:22])=[O:21])=[CH:18][C:11]=2[CH2:10][CH2:9]1)=[O:7])([CH3:4])([CH3:3])[CH3:2].[F:33][C:34]1[CH:39]=[CH:38][C:37]([NH2:40])=[CH:36][CH:35]=1.C([O-])(O)=O.[Na+].CCCCCC.C(OCC)(=O)C. Product: [C:1]([O:5][C:6]([N:8]1[CH2:14][CH2:13][C:12]2[CH:15]=[C:16]([O:31][CH3:32])[C:17]([NH:19][S:20]([C:23]3[CH:28]=[CH:27][C:26]([CH2:29][NH:40][C:37]4[CH:38]=[CH:39][C:34]([F:33])=[CH:35][CH:36]=4)=[CH:25][CH:24]=3)(=[O:22])=[O:21])=[CH:18][C:11]=2[CH2:10][CH2:9]1)=[O:7])([CH3:4])([CH3:3])[CH3:2]. The catalyst class is: 23.